This data is from Reaction yield outcomes from USPTO patents with 853,638 reactions. The task is: Predict the reaction yield, written as a fraction of the theoretical maximum amount of product (1.0 means a 100% yield; for example, 0.34 means a 34% yield). (1) The reactants are [Cl:1][C:2]1[N:7]=[C:6]([C@@:8]([NH:17][S@@](C(C)(C)C)=O)([CH2:10][C@H:11]([OH:16])[C:12]([F:15])([F:14])[F:13])[CH3:9])[C:5]([F:24])=[CH:4][CH:3]=1.Cl.C([O-])(O)=O.[Na+]. The catalyst is O1CCCC1. The product is [NH2:17][C@@:8]([C:6]1[C:5]([F:24])=[CH:4][CH:3]=[C:2]([Cl:1])[N:7]=1)([CH3:9])[CH2:10][C@H:11]([OH:16])[C:12]([F:13])([F:14])[F:15]. The yield is 0.507. (2) The reactants are [NH:1]1[CH2:6][CH2:5][O:4][CH2:3][CH2:2]1.Br[C:8]1[CH:9]=[C:10]2[C:19](=[C:20]3[C:25]=1[CH:24]=[CH:23][CH:22]=[N:21]3)[NH:18][S:17](=[O:27])(=[O:26])[C:16]1[C:11]2=[CH:12][CH:13]=[CH:14][CH:15]=1.C1CCN2C(=NCCC2)CC1.C1C[O:42][CH2:41]C1. No catalyst specified. The yield is 0.0600. The product is [O:26]=[S:17]1(=[O:27])[C:16]2[C:11](=[CH:12][CH:13]=[CH:14][CH:15]=2)[C:10]2[C:19](=[C:20]3[C:25](=[C:8]([C:41]([N:1]4[CH2:6][CH2:5][O:4][CH2:3][CH2:2]4)=[O:42])[CH:9]=2)[CH:24]=[CH:23][CH:22]=[N:21]3)[NH:18]1. (3) The reactants are CO.[NH3:3].Cl[C:5]1[N:10]=[CH:9][N:8]=[C:7]([NH:11][C:12]2[CH:20]=[CH:19][CH:18]=[C:17]3[C:13]=2[CH:14]=[CH:15][NH:16]3)[CH:6]=1. The catalyst is O1CCCC1. The product is [NH2:3][C:5]1[N:10]=[CH:9][N:8]=[C:7]([NH:11][C:12]2[CH:20]=[CH:19][CH:18]=[C:17]3[C:13]=2[CH:14]=[CH:15][NH:16]3)[CH:6]=1. The yield is 0.820. (4) The reactants are [Cl:1][C:2]1[CH:10]=[C:9]2[C:5]([C:6]([CH:11]=[O:12])=[CH:7][NH:8]2)=[CH:4][C:3]=1[C:13]1[CH:18]=[CH:17][C:16]([C:19]2([CH2:22][OH:23])[CH2:21][CH2:20]2)=[CH:15][CH:14]=1.CC(=CC)C.Cl([O-])=[O:30].[Na+].OP([O-])(O)=O.[Na+]. The catalyst is C(#N)C.C(O)(C)(C)C.O. The product is [Cl:1][C:2]1[CH:10]=[C:9]2[C:5]([C:6]([C:11]([OH:30])=[O:12])=[CH:7][NH:8]2)=[CH:4][C:3]=1[C:13]1[CH:18]=[CH:17][C:16]([C:19]2([CH2:22][OH:23])[CH2:21][CH2:20]2)=[CH:15][CH:14]=1. The yield is 0.320. (5) The reactants are [C:12]([O:11][C:9](O[C:9]([O:11][C:12]([CH3:15])([CH3:14])[CH3:13])=[O:10])=[O:10])([CH3:15])([CH3:14])[CH3:13].[Br:16][C:17]1[CH:22]=[CH:21][C:20]([CH2:23][CH2:24][CH2:25]C(O)=O)=[CH:19][CH:18]=1. The catalyst is CN(C1C=CN=CC=1)C.C(O)(C)(C)C. The product is [Br:16][C:17]1[CH:22]=[CH:21][C:20]([CH2:23][CH2:24][CH2:25][C:9]([O:11][C:12]([CH3:13])([CH3:14])[CH3:15])=[O:10])=[CH:19][CH:18]=1. The yield is 0.460. (6) The reactants are [F:1][C:2]1[CH:7]=[C:6]([F:8])[CH:5]=[CH:4][C:3]=1[CH3:9].[N+:10]([O-])([OH:12])=[O:11]. The catalyst is OS(O)(=O)=O. The product is [F:1][C:2]1[CH:7]=[C:6]([F:8])[CH:5]=[C:4]([N+:10]([O-:12])=[O:11])[C:3]=1[CH3:9]. The yield is 0.620.